From a dataset of NCI-60 drug combinations with 297,098 pairs across 59 cell lines. Regression. Given two drug SMILES strings and cell line genomic features, predict the synergy score measuring deviation from expected non-interaction effect. (1) Drug 1: C1CCC(CC1)NC(=O)N(CCCl)N=O. Drug 2: CC=C1C(=O)NC(C(=O)OC2CC(=O)NC(C(=O)NC(CSSCCC=C2)C(=O)N1)C(C)C)C(C)C. Cell line: CCRF-CEM. Synergy scores: CSS=72.5, Synergy_ZIP=-1.17, Synergy_Bliss=-3.87, Synergy_Loewe=-20.7, Synergy_HSA=-2.66. (2) Drug 1: CC1=C(N=C(N=C1N)C(CC(=O)N)NCC(C(=O)N)N)C(=O)NC(C(C2=CN=CN2)OC3C(C(C(C(O3)CO)O)O)OC4C(C(C(C(O4)CO)O)OC(=O)N)O)C(=O)NC(C)C(C(C)C(=O)NC(C(C)O)C(=O)NCCC5=NC(=CS5)C6=NC(=CS6)C(=O)NCCC[S+](C)C)O. Drug 2: B(C(CC(C)C)NC(=O)C(CC1=CC=CC=C1)NC(=O)C2=NC=CN=C2)(O)O. Cell line: SR. Synergy scores: CSS=84.8, Synergy_ZIP=0.595, Synergy_Bliss=-0.229, Synergy_Loewe=-0.0182, Synergy_HSA=0.0512.